From a dataset of Forward reaction prediction with 1.9M reactions from USPTO patents (1976-2016). Predict the product of the given reaction. (1) Given the reactants Cl.Cl[C:3]1[N:4]=[CH:5][C:6]2[N:12]([CH3:13])[C:11](=[O:14])[C:10]([CH3:16])([CH3:15])[CH2:9][N:8]([C@@H:17]3[CH2:21][CH2:20][C:19]([F:23])([F:22])[CH2:18]3)[C:7]=2[N:24]=1.[NH2:25][C:26]1[CH:37]=[CH:36][C:29]([C:30]([NH:32][CH:33]2[CH2:35][CH2:34]2)=[O:31])=[CH:28][C:27]=1[O:38][CH3:39], predict the reaction product. The product is: [CH:33]1([NH:32][C:30](=[O:31])[C:29]2[CH:36]=[CH:37][C:26]([NH:25][C:3]3[N:4]=[CH:5][C:6]4[N:12]([CH3:13])[C:11](=[O:14])[C:10]([CH3:15])([CH3:16])[CH2:9][N:8]([C@@H:17]5[CH2:21][CH2:20][C:19]([F:22])([F:23])[CH2:18]5)[C:7]=4[N:24]=3)=[C:27]([O:38][CH3:39])[CH:28]=2)[CH2:34][CH2:35]1. (2) Given the reactants I[C:2]1[CH:11]=[CH:10][CH:9]=[CH:8][C:3]=1[C:4]([O:6][CH3:7])=[O:5].C([Sn](CCCC)(CCCC)[C:17]1[O:18][CH:19]=[CH:20][N:21]=1)CCC, predict the reaction product. The product is: [O:18]1[CH:19]=[CH:20][N:21]=[C:17]1[C:2]1[CH:11]=[CH:10][CH:9]=[CH:8][C:3]=1[C:4]([O:6][CH3:7])=[O:5]. (3) The product is: [C:1]([C:3]1[CH:8]=[C:7]([N+:9]([O-:11])=[O:10])[CH:6]=[CH:5][C:4]=1[S:12]([NH:15][C:16]1[CH:25]=[C:24]2[C:19]([C:20]([CH3:32])=[C:21]([CH2:27][C:28]([OH:30])=[O:29])[C:22](=[O:26])[O:23]2)=[CH:18][CH:17]=1)(=[O:14])=[O:13])#[N:2]. Given the reactants [C:1]([C:3]1[CH:8]=[C:7]([N+:9]([O-:11])=[O:10])[CH:6]=[CH:5][C:4]=1[S:12]([NH:15][C:16]1[CH:25]=[C:24]2[C:19]([C:20]([CH3:32])=[C:21]([CH2:27][C:28]([O:30]C)=[O:29])[C:22](=[O:26])[O:23]2)=[CH:18][CH:17]=1)(=[O:14])=[O:13])#[N:2].Cl, predict the reaction product. (4) The product is: [Br:1][C:2]1[C:3]([C:8]([NH:62][C:55]2[CH:54]=[C:53]([C:48]3[CH:49]=[CH:50][CH:51]=[C:52]4[C:47]=3[CH:46]=[CH:45][NH:44]4)[CH:61]=[C:60]3[C:56]=2[CH:57]=[N:58][NH:59]3)=[O:10])=[N:4][CH:5]=[CH:6][CH:7]=1. Given the reactants [Br:1][C:2]1[C:3]([C:8]([OH:10])=O)=[N:4][CH:5]=[CH:6][CH:7]=1.F[P-](F)(F)(F)(F)F.N1(OC(N(C)C)=[N+](C)C)C2N=CC=CC=2N=N1.CCN(C(C)C)C(C)C.[NH:44]1[C:52]2[C:47](=[C:48]([C:53]3[CH:54]=[C:55]([NH2:62])[C:56]4[CH:57]=[N:58][NH:59][C:60]=4[CH:61]=3)[CH:49]=[CH:50][CH:51]=2)[CH:46]=[CH:45]1, predict the reaction product.